This data is from Peptide-MHC class II binding affinity with 134,281 pairs from IEDB. The task is: Regression. Given a peptide amino acid sequence and an MHC pseudo amino acid sequence, predict their binding affinity value. This is MHC class II binding data. (1) The peptide sequence is HPQQFIYAGSLSALL. The MHC is DRB1_0901 with pseudo-sequence DRB1_0901. The binding affinity (normalized) is 0.617. (2) The MHC is HLA-DPA10103-DPB10401 with pseudo-sequence HLA-DPA10103-DPB10401. The binding affinity (normalized) is 0.650. The peptide sequence is SNLLRAIEAQQHLLQLTVWGIKQL. (3) The peptide sequence is LTPVTMAEVRLAAMFKK. The MHC is DRB1_0901 with pseudo-sequence DRB1_0901. The binding affinity (normalized) is 0.666. (4) The peptide sequence is IHHQHVQDCDESVLT. The MHC is DRB1_0801 with pseudo-sequence DRB1_0801. The binding affinity (normalized) is 0.244. (5) The peptide sequence is PASWKNNRIWLQFAK. The MHC is DRB1_0701 with pseudo-sequence DRB1_0701. The binding affinity (normalized) is 0.371. (6) The peptide sequence is WLGARYLEFEALGFLKK. The MHC is HLA-DQA10303-DQB10402 with pseudo-sequence HLA-DQA10303-DQB10402. The binding affinity (normalized) is 0. (7) The peptide sequence is VIEDITFLRPVLK. The MHC is HLA-DPA10301-DPB10402 with pseudo-sequence HLA-DPA10301-DPB10402. The binding affinity (normalized) is 0.329. (8) The peptide sequence is VAISRYLGKQFGLSG. The MHC is DRB1_1001 with pseudo-sequence DRB1_1001. The binding affinity (normalized) is 0.499. (9) The peptide sequence is ECYVQRFHLIKNTFG. The MHC is DRB1_1501 with pseudo-sequence DRB1_1501. The binding affinity (normalized) is 0.709.